Dataset: Full USPTO retrosynthesis dataset with 1.9M reactions from patents (1976-2016). Task: Predict the reactants needed to synthesize the given product. (1) Given the product [Cl:1][C:2]1[CH:3]=[C:4]([C:8]2[N:9]([CH2:21][C:22]([NH:24][CH:25]([CH3:27])[CH3:26])=[O:23])[C:10](=[O:20])[C:11]3[C:16]([CH:17]=2)=[CH:15][CH:14]=[C:13]([OH:18])[CH:12]=3)[CH:5]=[CH:6][CH:7]=1, predict the reactants needed to synthesize it. The reactants are: [Cl:1][C:2]1[CH:3]=[C:4]([C:8]2[N:9]([CH2:21][C:22]([NH:24][CH:25]([CH3:27])[CH3:26])=[O:23])[C:10](=[O:20])[C:11]3[C:16]([CH:17]=2)=[CH:15][CH:14]=[C:13]([O:18]C)[CH:12]=3)[CH:5]=[CH:6][CH:7]=1.B(Br)(Br)Br. (2) The reactants are: [CH2:1]([N:3]([C:8]1[CH:16]=[CH:15][CH:14]=[C:13]2[C:9]=1[CH:10]=[CH:11][N:12]2[C:17]1[CH:22]=[CH:21][N:20]=[C:19]([S:23][CH3:24])[N:18]=1)[S:4]([CH3:7])(=[O:6])=[O:5])[CH3:2].C1C=C(Cl)C=C(C(OO)=[O:33])C=1. Given the product [CH2:1]([N:3]([C:8]1[CH:16]=[CH:15][CH:14]=[C:13]2[C:9]=1[CH:10]=[CH:11][N:12]2[C:17]1[CH:22]=[CH:21][N:20]=[C:19]([S:23]([CH3:24])=[O:33])[N:18]=1)[S:4]([CH3:7])(=[O:6])=[O:5])[CH3:2], predict the reactants needed to synthesize it.